Dataset: CYP1A2 inhibition data for predicting drug metabolism from PubChem BioAssay. Task: Regression/Classification. Given a drug SMILES string, predict its absorption, distribution, metabolism, or excretion properties. Task type varies by dataset: regression for continuous measurements (e.g., permeability, clearance, half-life) or binary classification for categorical outcomes (e.g., BBB penetration, CYP inhibition). Dataset: cyp1a2_veith. (1) The molecule is Cc1ccc(NC(=O)c2cc(N3C(=O)C4CC=CCC4C3=O)ccc2N2CCOCC2)cc1Cl. The result is 1 (inhibitor). (2) The drug is O=C(O)[C@@H](O)[C@@H](O)[C@@H](O)[C@@H](O)c1nc2ccccc2s1. The result is 1 (inhibitor). (3) The compound is CCCCOc1ccc(CC(=O)NO)cc1. The result is 1 (inhibitor). (4) The molecule is Cc1ccc(S(=O)(=O)/N=C(/Nc2c(C)n(C)n(-c3ccccc3)c2=O)c2ccc(Cl)cc2)cc1. The result is 0 (non-inhibitor).